Dataset: Retrosynthesis with 50K atom-mapped reactions and 10 reaction types from USPTO. Task: Predict the reactants needed to synthesize the given product. (1) Given the product Cc1cccc(-c2nc(CO[C@H]3CCC[C@@H](OCC4(C(=O)O)CC4)C3)c(C)o2)c1, predict the reactants needed to synthesize it. The reactants are: CCOC(=O)C1(CO[C@@H]2CCC[C@H](OCc3nc(-c4cccc(C)c4)oc3C)C2)CC1. (2) Given the product COc1ccc2c(Nc3c(Cl)cccc3Cl)ncnc2c1OC1CCCC1, predict the reactants needed to synthesize it. The reactants are: COc1ccc2c(Cl)ncnc2c1OC1CCCC1.Nc1c(Cl)cccc1Cl. (3) Given the product Cc1ccc2c(c1)c1c(n2CCNC(=O)C2CCCC2)CCN(C)C1, predict the reactants needed to synthesize it. The reactants are: Cc1ccc2c(c1)c1c(n2CCN)CCN(C)C1.O=C(O)C1CCCC1. (4) Given the product CCOC(=O)c1c[nH]c(Sc2cnc(NC(=O)N(C3CCCC3)C3CCC(C)CC3)s2)n1, predict the reactants needed to synthesize it. The reactants are: CC1CCC(N(C(=O)Nc2ncc(Br)s2)C2CCCC2)CC1.CCOC(=O)c1c[nH]c(S)n1. (5) Given the product O=C(N[C@@H]1C[C@]1(F)c1ccc(Cl)cc1)c1ccccc1C(F)(F)F, predict the reactants needed to synthesize it. The reactants are: NC1CC1(F)c1ccc(Cl)cc1.O=C(Cl)c1ccccc1C(F)(F)F. (6) Given the product Cc1cn(-c2cccc(NC(=O)c3cccc4c3Cc3ccccc3-4)c2)cn1, predict the reactants needed to synthesize it. The reactants are: Cc1cn(-c2cccc(N)c2)cn1.O=C(O)c1cccc2c1Cc1ccccc1-2.